From a dataset of Full USPTO retrosynthesis dataset with 1.9M reactions from patents (1976-2016). Predict the reactants needed to synthesize the given product. (1) Given the product [O:13]=[C:11]1[NH:31][C:25]2[CH:30]=[C:29]3[O:43][CH2:40][O:41][C:28]3=[CH:27][C:26]=2[C:5]([C:6]2[CH:7]=[CH:8][CH:9]=[CH:4][CH:47]=2)=[N:1][CH:10]1[NH:14][C:15](=[O:16])[O:17][CH2:18][C:19]1[CH:20]=[CH:21][CH:22]=[CH:23][CH:24]=1, predict the reactants needed to synthesize it. The reactants are: [N:1]1([CH:10]([NH:14][C:15]([O:17][CH2:18][C:19]2[CH:24]=[CH:23][CH:22]=[CH:21][CH:20]=2)=[O:16])[C:11]([OH:13])=O)[C:5]2[CH:6]=[CH:7][CH:8]=[CH:9][C:4]=2N=N1.[CH:25]1([N:31]=C=[N:31][CH:25]2[CH2:30][CH2:29][CH2:28][CH2:27][CH2:26]2)[CH2:30][CH2:29][CH2:28][CH2:27][CH2:26]1.[C:40]([O-:43])(O)=[O:41].[Na+].[OH-].[Na+].[CH2:47](Cl)Cl. (2) Given the product [O:39]=[S:30]1(=[O:38])[C:31]2[CH:37]=[CH:36][CH:35]=[CH:34][C:32]=2[CH2:33][N:27]([C:18]2[CH:17]=[C:16]([NH:15][C:53]([CH:49]3[CH2:50][CH2:51][CH2:52][NH:47][CH2:48]3)=[O:54])[C:25]3[C:20](=[CH:21][CH:22]=[C:23]([CH3:26])[CH:24]=3)[N:19]=2)[CH2:28][CH2:29]1, predict the reactants needed to synthesize it. The reactants are: C(N(CC1C=CC=CC=1)C1(C[NH:15][C:16]2[C:25]3[C:20](=[CH:21][CH:22]=[C:23]([CH3:26])[CH:24]=3)[N:19]=[C:18]([N:27]3[CH2:33][C:32]4[CH:34]=[CH:35][CH:36]=[CH:37][C:31]=4[S:30](=[O:39])(=[O:38])[CH2:29][CH2:28]3)[CH:17]=2)CCOC1)C1C=CC=CC=1.[NH:47]1[CH2:52][CH2:51][CH2:50][CH:49]([C:53](N)=[O:54])[CH2:48]1.